Dataset: Catalyst prediction with 721,799 reactions and 888 catalyst types from USPTO. Task: Predict which catalyst facilitates the given reaction. (1) Reactant: [CH:1]1[C:7](=[O:8])[NH:6][C:4](=[O:5])[N:3]([C@@H:9]2[O:13][C@H:12]([CH2:14][OH:15])[C@@H:11]([OH:16])[C@H:10]2[OH:17])[CH:2]=1.Cl[Si:19]([CH:32]([CH3:34])[CH3:33])([CH:29]([CH3:31])[CH3:30])[O:20][Si:21](Cl)([CH:25]([CH3:27])[CH3:26])[CH:22]([CH3:24])[CH3:23]. Product: [OH:17][C@@H:10]1[C@@H:11]2[O:16][Si:19]([CH:29]([CH3:31])[CH3:30])([CH:32]([CH3:34])[CH3:33])[O:20][Si:21]([CH:25]([CH3:27])[CH3:26])([CH:22]([CH3:23])[CH3:24])[O:15][CH2:14][C@H:12]2[O:13][C@H:9]1[N:3]1[CH:2]=[CH:1][C:7](=[O:8])[NH:6][C:4]1=[O:5]. The catalyst class is: 17. (2) Reactant: [Cl:1][C:2]1[CH:7]=[CH:6][C:5]([N:8]2[C:16]([CH:17]([CH:19]3[CH2:24][CH2:23][CH2:22][CH2:21][CH2:20]3)[OH:18])=[C:15]3[C:10]([CH:11]=[C:12]([F:26])[C:13]([F:25])=[CH:14]3)=[N:9]2)=[CH:4][CH:3]=1.C[O:28][C:29]([C:31]1([O:34][C:35]2[CH:40]=[CH:39][C:38](O)=[CH:37][CH:36]=2)[CH2:33][CH2:32]1)=[O:30].C1(P(C2C=CC=CC=2)C2C=CC=CC=2)C=CC=CC=1.N(C(OC(C)(C)C)=O)=NC(OC(C)(C)C)=O. Product: [Cl:1][C:2]1[CH:3]=[CH:4][C:5]([N:8]2[C:16]([CH:17]([CH:19]3[CH2:24][CH2:23][CH2:22][CH2:21][CH2:20]3)[O:18][C:38]3[CH:39]=[CH:40][C:35]([O:34][C:31]4([C:29]([OH:30])=[O:28])[CH2:33][CH2:32]4)=[CH:36][CH:37]=3)=[C:15]3[C:10]([CH:11]=[C:12]([F:26])[C:13]([F:25])=[CH:14]3)=[N:9]2)=[CH:6][CH:7]=1. The catalyst class is: 1. (3) Reactant: [Br:1][C:2]1[N:3]=[C:4]2[CH:10]=[CH:9][NH:8][C:5]2=[N:6][CH:7]=1.[H-].[Na+].Cl[CH2:14][O:15][CH2:16][CH2:17][Si:18]([CH3:21])([CH3:20])[CH3:19]. Product: [Br:1][C:2]1[N:3]=[C:4]2[CH:10]=[CH:9][N:8]([CH2:14][O:15][CH2:16][CH2:17][Si:18]([CH3:21])([CH3:20])[CH3:19])[C:5]2=[N:6][CH:7]=1. The catalyst class is: 3. (4) Reactant: O.[NH2:2][NH2:3].[NH2:4][C:5]1[C:6]([C:11]([O:13]C)=O)=[N:7][CH:8]=[CH:9][N:10]=1. Product: [NH2:4][C:5]1[C:6]([C:11]([NH:2][NH2:3])=[O:13])=[N:7][CH:8]=[CH:9][N:10]=1. The catalyst class is: 8.